This data is from Full USPTO retrosynthesis dataset with 1.9M reactions from patents (1976-2016). The task is: Predict the reactants needed to synthesize the given product. Given the product [Br:1][C:2]1[CH:3]=[CH:4][C:5](/[C:8](/[C:11]2[CH:12]=[CH:13][C:14]([NH:17][C:25](=[O:26])[C:24]3[C:19]([CH3:18])=[CH:20][CH:21]=[N:22][CH:23]=3)=[N:15][CH:16]=2)=[CH:9]/[CH3:10])=[CH:6][CH:7]=1, predict the reactants needed to synthesize it. The reactants are: [Br:1][C:2]1[CH:7]=[CH:6][C:5]([C:8]([C:11]2[CH:12]=[CH:13][C:14]([NH2:17])=[N:15][CH:16]=2)=[CH:9][CH3:10])=[CH:4][CH:3]=1.[CH3:18][C:19]1[C:24]([C:25](O)=[O:26])=[CH:23][N:22]=[CH:21][CH:20]=1.